From a dataset of Catalyst prediction with 721,799 reactions and 888 catalyst types from USPTO. Predict which catalyst facilitates the given reaction. (1) Reactant: [C:1]([O:5][C:6]([NH:8][C@@H:9]([CH2:21][C:22]1[CH:27]=[CH:26][C:25]([OH:28])=[CH:24][CH:23]=1)[C:10]([O:12][C@@H:13]1[CH:18]2[CH2:19][CH2:20][N:15]([CH2:16][CH2:17]2)[CH2:14]1)=[O:11])=[O:7])([CH3:4])([CH3:3])[CH3:2].[Br:29][CH2:30][C:31]([C:33]1[CH:38]=[CH:37][CH:36]=[CH:35][CH:34]=1)=[O:32]. Product: [Br-:29].[C:1]([O:5][C:6]([NH:8][C@@H:9]([CH2:21][C:22]1[CH:27]=[CH:26][C:25]([OH:28])=[CH:24][CH:23]=1)[C:10]([O:12][C@@H:13]1[CH:18]2[CH2:19][CH2:20][N+:15]([CH2:30][C:31](=[O:32])[C:33]3[CH:38]=[CH:37][CH:36]=[CH:35][CH:34]=3)([CH2:16][CH2:17]2)[CH2:14]1)=[O:11])=[O:7])([CH3:4])([CH3:2])[CH3:3]. The catalyst class is: 10. (2) Reactant: [Cl:1][C:2]1[CH:7]=[C:6]([Cl:8])[CH:5]=[CH:4][C:3]=1[C:9]1[C:10]([C:25]#[N:26])=[C:11]([C:19]2[CH2:20][CH2:21][O:22][CH2:23][CH:24]=2)[S:12][C:13]=1[C:14]1[NH:18][CH:17]=[N:16][N:15]=1. Product: [Cl:1][C:2]1[CH:7]=[C:6]([Cl:8])[CH:5]=[CH:4][C:3]=1[C:9]1[C:10]([C:25]#[N:26])=[C:11]([CH:19]2[CH2:24][CH2:23][O:22][CH2:21][CH2:20]2)[S:12][C:13]=1[C:14]1[NH:18][CH:17]=[N:16][N:15]=1. The catalyst class is: 19. (3) Reactant: [Br:1][C:2]1[C:3]([C:9]2[C:17]3[C:12](=[CH:13][CH:14]=[CH:15][CH:16]=3)[NH:11][CH:10]=2)=[N:4][C:5]([Cl:8])=[N:6][CH:7]=1.[H-].[Na+].[CH3:20][C:21]1[CH:26]=[CH:25][C:24]([S:27](Cl)(=[O:29])=[O:28])=[CH:23][CH:22]=1.O. Product: [Br:1][C:2]1[C:3]([C:9]2[C:17]3[C:12](=[CH:13][CH:14]=[CH:15][CH:16]=3)[N:11]([S:27]([C:24]3[CH:25]=[CH:26][C:21]([CH3:20])=[CH:22][CH:23]=3)(=[O:29])=[O:28])[CH:10]=2)=[N:4][C:5]([Cl:8])=[N:6][CH:7]=1. The catalyst class is: 118.